From a dataset of Catalyst prediction with 721,799 reactions and 888 catalyst types from USPTO. Predict which catalyst facilitates the given reaction. (1) Reactant: [CH3:1][N:2]1[CH2:7][CH2:6][N:5]([C:8]2[CH:9]=[N:10][C:11]([N+:14]([O-])=O)=[CH:12][CH:13]=2)[CH2:4][CH2:3]1.[NH4+].[Cl-]. Product: [CH3:1][N:2]1[CH2:7][CH2:6][N:5]([C:8]2[CH:13]=[CH:12][C:11]([NH2:14])=[N:10][CH:9]=2)[CH2:4][CH2:3]1. The catalyst class is: 314. (2) Reactant: [NH:1]1[CH2:6][CH2:5][CH2:4][CH2:3][CH2:2]1.Cl[CH2:8][C:9](=[O:11])[CH3:10]. Product: [N:1]1([CH2:8][C:9](=[O:11])[CH3:10])[CH2:6][CH2:5][CH2:4][CH2:3][CH2:2]1. The catalyst class is: 27. (3) Reactant: [F:1][C:2]1[CH:3]=[CH:4][C:5]2[C:11](=[O:12])[N:10]3[CH2:13][C@H:14]([C:17]([O:19]C)=[O:18])[CH2:15][CH2:16][C@H:9]3[CH2:8][CH2:7][C:6]=2[N:21]=1.[OH-].[Na+].Cl. Product: [F:1][C:2]1[CH:3]=[CH:4][C:5]2[C:11](=[O:12])[N:10]3[CH2:13][C@H:14]([C:17]([OH:19])=[O:18])[CH2:15][CH2:16][C@H:9]3[CH2:8][CH2:7][C:6]=2[N:21]=1. The catalyst class is: 1. (4) Reactant: [OH-].[K+].[CH3:3][O:4][CH2:5][CH2:6][O:7][C:8]1[CH:17]=[CH:16][C:11]([C:12]([O:14]C)=[O:13])=[CH:10][CH:9]=1.O.Cl. Product: [CH3:3][O:4][CH2:5][CH2:6][O:7][C:8]1[CH:17]=[CH:16][C:11]([C:12]([OH:14])=[O:13])=[CH:10][CH:9]=1. The catalyst class is: 14. (5) Reactant: [Cl:1][C:2]1[CH:7]=[CH:6][C:5]([CH:8]2[CH2:13][CH2:12][CH:11]([C:14]3[C:15](=[O:26])[C:16]4[C:21]([C:22](=[O:25])[C:23]=3Cl)=[CH:20][CH:19]=[CH:18][CH:17]=4)[CH2:10][CH2:9]2)=[CH:4][CH:3]=1.C[OH:28].[OH-].[K+].Cl. The catalyst class is: 6. Product: [CH:18]1[CH:19]=[CH:20][C:21]2[C:22]([C:23]([OH:28])=[C:14]([C@@H:11]3[CH2:10][CH2:9][C@@H:8]([C:5]4[CH:4]=[CH:3][C:2]([Cl:1])=[CH:7][CH:6]=4)[CH2:13][CH2:12]3)[C:15](=[O:26])[C:16]=2[CH:17]=1)=[O:25]. (6) Product: [CH:16]([C:18]1[CH:26]=[CH:25][C:21]([C:22]([NH:1][C:2]2[S:3][CH:4]=[CH:5][N:6]=2)=[O:23])=[CH:20][CH:19]=1)=[O:17]. Reactant: [NH2:1][C:2]1[S:3][CH:4]=[CH:5][N:6]=1.C(N(CC)C(C)C)(C)C.[CH:16]([C:18]1[CH:26]=[CH:25][C:21]([C:22](Cl)=[O:23])=[CH:20][CH:19]=1)=[O:17]. The catalyst class is: 277. (7) Reactant: C(N=C=NC(C)C)(C)C.[F:10][C:11]1[CH:16]=[CH:15][C:14]([C:17]2[C:25]3[C:24]([O:26][CH2:27][CH2:28][CH2:29][O:30][C:31]4[CH:32]=[C:33]([CH:37]=[CH:38][CH:39]=4)[C:34](O)=[O:35])=[N:23][CH:22]=[N:21][C:20]=3[S:19][CH:18]=2)=[CH:13][CH:12]=1.Cl.[NH2:41][CH2:42][C:43]([NH2:45])=[O:44].ON1C2C=CC=CC=2N=N1.C(N(C(C)C)CC)(C)C. Product: [NH2:45][C:43](=[O:44])[CH2:42][NH:41][C:34](=[O:35])[C:33]1[CH:37]=[CH:38][CH:39]=[C:31]([O:30][CH2:29][CH2:28][CH2:27][O:26][C:24]2[C:25]3[C:17]([C:14]4[CH:15]=[CH:16][C:11]([F:10])=[CH:12][CH:13]=4)=[CH:18][S:19][C:20]=3[N:21]=[CH:22][N:23]=2)[CH:32]=1. The catalyst class is: 468. (8) Reactant: C(O)C.[N+:4]([C:7]1[CH:13]=[CH:12][C:11]([N:14]2[CH:18]=[CH:17][CH:16]=[N:15]2)=[CH:10][C:8]=1[NH2:9])([O-])=O.[Cl-].[NH4+]. Product: [N:14]1([C:11]2[CH:10]=[C:8]([NH2:9])[C:7]([NH2:4])=[CH:13][CH:12]=2)[CH:18]=[CH:17][CH:16]=[N:15]1. The catalyst class is: 150. (9) Reactant: [C:1]([N:4]1[CH2:10][C:9]2[CH:11]=[CH:12][C:13]([C:15](OC)=[O:16])=[CH:14][C:8]=2[O:7][C@H:6]([CH3:19])[CH2:5]1)(=[O:3])[CH3:2].[OH-:20].[Na+].[NH2:22]O. Product: [C:1]([N:4]1[CH2:10][C:9]2[CH:11]=[CH:12][C:13]([C:15]([NH:22][OH:20])=[O:16])=[CH:14][C:8]=2[O:7][C@H:6]([CH3:19])[CH2:5]1)(=[O:3])[CH3:2]. The catalyst class is: 36.